From a dataset of Reaction yield outcomes from USPTO patents with 853,638 reactions. Predict the reaction yield, written as a fraction of the theoretical maximum amount of product (1.0 means a 100% yield; for example, 0.34 means a 34% yield). The reactants are C([Li])(C)(C)C.Br[C:7]1[CH:8]=[C:9]2[C:13](=[CH:14][CH:15]=1)[N:12]([Si:16]([CH:23]([CH3:25])[CH3:24])([CH:20]([CH3:22])[CH3:21])[CH:17]([CH3:19])[CH3:18])[CH:11]=[CH:10]2.[C:26]([O:30][C:31]([N:33]1[CH2:37][CH2:36][CH:35]([C:38](=[O:43])N(OC)C)[CH2:34]1)=[O:32])([CH3:29])([CH3:28])[CH3:27]. The catalyst is C1COCC1. The product is [C:26]([O:30][C:31]([N:33]1[CH2:37][CH2:36][CH:35]([C:38]([C:7]2[CH:8]=[C:9]3[C:13](=[CH:14][CH:15]=2)[N:12]([Si:16]([CH:17]([CH3:18])[CH3:19])([CH:20]([CH3:22])[CH3:21])[CH:23]([CH3:24])[CH3:25])[CH:11]=[CH:10]3)=[O:43])[CH2:34]1)=[O:32])([CH3:29])([CH3:28])[CH3:27]. The yield is 0.560.